This data is from Forward reaction prediction with 1.9M reactions from USPTO patents (1976-2016). The task is: Predict the product of the given reaction. (1) Given the reactants [CH3:1][S:2]([C:5]1[CH:6]=[C:7]([OH:11])[CH:8]=[CH:9][CH:10]=1)(=[O:4])=[O:3].[H-].[Na+].[Cl:14][C:15]1[CH:31]=[C:30]([Cl:32])[CH:29]=[CH:28][C:16]=1[CH2:17][NH:18][C:19](=[O:27])[C:20]1[CH:25]=[CH:24][C:23](F)=[N:22][CH:21]=1, predict the reaction product. The product is: [Cl:14][C:15]1[CH:31]=[C:30]([Cl:32])[CH:29]=[CH:28][C:16]=1[CH2:17][NH:18][C:19](=[O:27])[C:20]1[CH:25]=[CH:24][C:23]([O:11][C:7]2[CH:8]=[CH:9][CH:10]=[C:5]([S:2]([CH3:1])(=[O:3])=[O:4])[CH:6]=2)=[N:22][CH:21]=1. (2) Given the reactants [OH:1][C@@H:2]([C@H:4]1[C:10](=[O:11])[N:9]2[C@@H:5]1[CH2:6][C:7]([C:18]1[CH:23]=[CH:22][CH:21]=[C:20]([CH2:24][OH:25])[CH:19]=1)=[C:8]2[C:12]([O:14]CC=C)=[O:13])[CH3:3].C(C(CCCC)C([O-])=O)C.[Na+:36].C1(P(C2C=CC=CC=2)C2C=CC=CC=2)C=CC=CC=1.CCCCCC, predict the reaction product. The product is: [OH:1][C@@H:2]([C@H:4]1[C:10](=[O:11])[N:9]2[C@@H:5]1[CH2:6][C:7]([C:18]1[CH:23]=[CH:22][CH:21]=[C:20]([CH2:24][OH:25])[CH:19]=1)=[C:8]2[C:12]([O-:14])=[O:13])[CH3:3].[Na+:36]. (3) Given the reactants [OH:1][C@H:2]1[CH2:10][C:9]2[C:4](=[CH:5][C:6]([I:11])=[CH:7][CH:8]=2)[C@@H:3]1[NH:12][C:13](=[O:19])OC(C)(C)C.Cl.[OH-].[Na+].[F:23][C:24]1[CH:32]=[CH:31][C:27](C(Cl)=O)=[CH:26][CH:25]=1, predict the reaction product. The product is: [F:23][C:24]1[CH:32]=[CH:31][C:27]([C:13]([NH:12][C@H:3]2[C:4]3[C:9](=[CH:8][CH:7]=[C:6]([I:11])[CH:5]=3)[CH2:10][C@@H:2]2[OH:1])=[O:19])=[CH:26][CH:25]=1. (4) Given the reactants [Cl:1][C:2]1[CH:3]=[CH:4][C:5]([CH2:17][CH3:18])=[C:6]([C:8]2[NH:9][CH:10]=[CH:11][C:12]=2[C:13]([O:15][CH3:16])=[O:14])[CH:7]=1.CN(C=O)C.[C:24]1([S:30](Cl)(=[O:32])=[O:31])[CH:29]=[CH:28][CH:27]=[CH:26][CH:25]=1.O, predict the reaction product. The product is: [Cl:1][C:2]1[CH:3]=[CH:4][C:5]([CH2:17][CH3:18])=[C:6]([C:8]2[N:9]([S:30]([C:24]3[CH:29]=[CH:28][CH:27]=[CH:26][CH:25]=3)(=[O:32])=[O:31])[CH:10]=[CH:11][C:12]=2[C:13]([O:15][CH3:16])=[O:14])[CH:7]=1.